From a dataset of Catalyst prediction with 721,799 reactions and 888 catalyst types from USPTO. Predict which catalyst facilitates the given reaction. Reactant: [CH:1]([N:4]([CH3:27])[C:5]1[C:6](OS(C(F)(F)F)(=O)=O)=[N:7][C:8]2[C:13]([N:14]=1)=[CH:12][C:11]([C:15]([O:17][CH3:18])=[O:16])=[CH:10][CH:9]=2)([CH3:3])[CH3:2].[N+:28]([C:31]1[CH:37]=[C:36](B2OC(C)(C)C(C)(C)O2)[CH:35]=[CH:34][C:32]=1[NH2:33])([O-:30])=[O:29].C([O-])([O-])=O.[Na+].[Na+].O. Product: [NH2:33][C:32]1[CH:34]=[CH:35][C:36]([C:6]2[C:5]([N:4]([CH:1]([CH3:3])[CH3:2])[CH3:27])=[N:14][C:13]3[C:8](=[CH:9][CH:10]=[C:11]([C:15]([O:17][CH3:18])=[O:16])[CH:12]=3)[N:7]=2)=[CH:37][C:31]=1[N+:28]([O-:30])=[O:29]. The catalyst class is: 104.